This data is from Forward reaction prediction with 1.9M reactions from USPTO patents (1976-2016). The task is: Predict the product of the given reaction. (1) The product is: [CH2:17]([NH:16][C:14]([C:4]1[S:3][C:2]([NH:1][C:24](=[O:33])[CH2:25][CH2:26][C:27]2[CH:32]=[CH:31][CH:30]=[CH:29][CH:28]=2)=[N:6][C:5]=1[CH2:7][C:8]1[CH:9]=[CH:10][CH:11]=[CH:12][CH:13]=1)=[O:15])[C:18]1[CH:19]=[CH:20][CH:21]=[CH:22][CH:23]=1. Given the reactants [NH2:1][C:2]1[S:3][C:4]([C:14]([NH:16][CH2:17][C:18]2[CH:23]=[CH:22][CH:21]=[CH:20][CH:19]=2)=[O:15])=[C:5]([CH2:7][C:8]2[CH:13]=[CH:12][CH:11]=[CH:10][CH:9]=2)[N:6]=1.[C:24](Cl)(=[O:33])[CH2:25][CH2:26][C:27]1[CH:32]=[CH:31][CH:30]=[CH:29][CH:28]=1.C(N(CC)CC)C, predict the reaction product. (2) Given the reactants [NH2:1][C:2]1[CH:13]=[CH:12][C:5]2[N:6]([CH2:10][CH3:11])[C:7](=[O:9])[NH:8][C:4]=2[CH:3]=1.[C:14](=[O:17])([O-])O.[Na+].[C:19]1(Cl)[C:25](=[O:26])[C:24]([Cl:27])=[C:23](Cl)[C:21](=[O:22])[C:20]=1[Cl:29], predict the reaction product. The product is: [Cl:27][C:24]1[C:25](=[O:26])[C:19]([NH:1][C:2]2[CH:13]=[CH:12][C:5]3[N:6]([CH2:10][CH3:11])[C:14](=[O:17])[NH:8][C:4]=3[CH:3]=2)=[C:20]([Cl:29])[C:21](=[O:22])[C:23]=1[NH:1][C:2]1[CH:13]=[CH:12][C:5]2[N:6]([CH2:10][CH3:11])[C:7](=[O:9])[NH:8][C:4]=2[CH:3]=1. (3) Given the reactants [Br:1][C:2]1[NH:6][C:5]([C@@H:7]2[CH2:11][CH2:10][CH2:9][N:8]2[C:12]([O:14]C(C)(C)C)=O)=[N:4][CH:3]=1.Cl.[CH3:20][O:21][C:22]([NH:24][C@@H:25]([CH:29]([CH3:31])[CH3:30])C(O)=O)=[O:23].CN(C(ON1N=NC2C=CC=NC1=2)=[N+](C)C)C.F[P-](F)(F)(F)(F)F.C(N(C(C)C)CC)(C)C, predict the reaction product. The product is: [Br:1][C:2]1[NH:6][C:5]([C@@H:7]2[CH2:11][CH2:10][CH2:9][N:8]2[C:12](=[O:14])[C@@H:25]([NH:24][C:22](=[O:23])[O:21][CH3:20])[CH:29]([CH3:31])[CH3:30])=[N:4][CH:3]=1. (4) The product is: [Cl:26][C:6]1[CH:5]=[CH:4][C:3]([CH:8]2[CH2:13][CH2:12][CH2:11][N:10]([C:14]([C:16]3[CH:21]=[CH:20][N:19]=[C:18]([N:22]([CH3:24])[CH3:23])[CH:17]=3)=[O:15])[CH2:9]2)=[CH:2][CH:7]=1. Given the reactants F[C:2]1[CH:7]=[CH:6][CH:5]=[CH:4][C:3]=1[CH:8]1[CH2:13][CH2:12][CH2:11][N:10]([C:14]([C:16]2[CH:21]=[CH:20][N:19]=[C:18]([N:22]([CH3:24])[CH3:23])[CH:17]=2)=[O:15])[CH2:9]1.Cl.[Cl:26]C1C=CC(C2CCCNC2)=CC=1.CN(C)C1C=C(C=CN=1)C(O)=O, predict the reaction product. (5) The product is: [OH:39][CH2:38][C:37]([NH:36][S:33]([C:29]1[CH:30]=[CH:31][CH:32]=[C:27]([C:2]#[C:1][C:3]2[CH:4]=[N:5][N:6]3[C:11]([C:12]([F:14])([F:13])[F:15])=[CH:10][C:9]([C:16]4[CH:21]=[CH:20][CH:19]=[C:18]([C:22]([F:25])([F:24])[F:23])[CH:17]=4)=[N:8][C:7]=23)[CH:28]=1)(=[O:35])=[O:34])([CH3:41])[CH3:40]. Given the reactants [C:1]([C:3]1[CH:4]=[N:5][N:6]2[C:11]([C:12]([F:15])([F:14])[F:13])=[CH:10][C:9]([C:16]3[CH:21]=[CH:20][CH:19]=[C:18]([C:22]([F:25])([F:24])[F:23])[CH:17]=3)=[N:8][C:7]=12)#[CH:2].Br[C:27]1[CH:28]=[C:29]([S:33]([NH:36][C:37]([CH3:41])([CH3:40])[CH2:38][OH:39])(=[O:35])=[O:34])[CH:30]=[CH:31][CH:32]=1, predict the reaction product.